This data is from Catalyst prediction with 721,799 reactions and 888 catalyst types from USPTO. The task is: Predict which catalyst facilitates the given reaction. Reactant: [C:1]([O:5][C:6](=[O:27])[CH2:7][C@@H:8]([CH2:15]OS(C1C=CC(C)=CC=1)(=O)=O)[CH2:9][C@H:10]([CH3:14])[CH2:11][CH2:12][CH3:13])([CH3:4])([CH3:3])[CH3:2].[N-:28]=[N+:29]=[N-:30].[Na+]. Product: [C:1]([O:5][C:6](=[O:27])[CH2:7][C@@H:8]([CH2:15][N:28]=[N+:29]=[N-:30])[CH2:9][C@H:10]([CH3:14])[CH2:11][CH2:12][CH3:13])([CH3:4])([CH3:3])[CH3:2]. The catalyst class is: 58.